Binary Classification. Given a T-cell receptor sequence (or CDR3 region) and an epitope sequence, predict whether binding occurs between them. From a dataset of TCR-epitope binding with 47,182 pairs between 192 epitopes and 23,139 TCRs. (1) The epitope is LVLSVNPYV. The TCR CDR3 sequence is CASSLGLAGGGEQYF. Result: 0 (the TCR does not bind to the epitope). (2) The epitope is IYSKHTPINL. The TCR CDR3 sequence is CASSPSSGANVLTF. Result: 0 (the TCR does not bind to the epitope). (3) The epitope is GTSGSPIINR. The TCR CDR3 sequence is CSVARDRGLAGELFF. Result: 0 (the TCR does not bind to the epitope). (4) The epitope is TPQDLNTML. The TCR CDR3 sequence is CASNLQGLAEGPQFF. Result: 1 (the TCR binds to the epitope). (5) The epitope is ELAGIGILTV. The TCR CDR3 sequence is CASSYSGQLNEKLFF. Result: 1 (the TCR binds to the epitope). (6) The epitope is HLVDFQVTI. The TCR CDR3 sequence is CASSYPRGMSYEQYF. Result: 0 (the TCR does not bind to the epitope).